This data is from Forward reaction prediction with 1.9M reactions from USPTO patents (1976-2016). The task is: Predict the product of the given reaction. (1) Given the reactants CO[C:3]1[CH:4]=[C:5]2[C:10](=[C:11]3[CH2:15][C:14]([CH3:17])([CH3:16])[O:13][C:12]=13)[C:9]([C:18]1[CH:23]=[CH:22][CH:21]=[CH:20][CH:19]=1)=[N:8][C:7]([CH3:25])([CH3:24])[CH2:6]2.[Cl-].[NH4+:27], predict the reaction product. The product is: [CH3:24][C:7]1([CH3:25])[CH2:6][C:5]2[C:10](=[C:11]3[CH2:15][C:14]([CH3:17])([CH3:16])[O:13][C:12]3=[C:3]([NH2:27])[CH:4]=2)[C:9]([C:18]2[CH:23]=[CH:22][CH:21]=[CH:20][CH:19]=2)=[N:8]1. (2) Given the reactants [S:1]1[CH:5]=[CH:4][N:3]=[CH:2]1.[Li]CCCC.[Br:11][C:12]1[C:21]2[C:16](=[CH:17][CH:18]=[C:19]([C:22]([C:24]3[CH:29]=[CH:28][C:27]([Cl:30])=[CH:26][CH:25]=3)=[O:23])[CH:20]=2)[N:15]=[C:14]([O:31][C:32]([CH3:35])([CH3:34])[CH3:33])[CH:13]=1, predict the reaction product. The product is: [Br:11][C:12]1[C:21]2[C:16](=[CH:17][CH:18]=[C:19]([C:22]([C:24]3[CH:29]=[CH:28][C:27]([Cl:30])=[CH:26][CH:25]=3)([C:2]3[S:1][CH:5]=[CH:4][N:3]=3)[OH:23])[CH:20]=2)[N:15]=[C:14]([O:31][C:32]([CH3:35])([CH3:34])[CH3:33])[CH:13]=1. (3) The product is: [F:28][C:11]1[CH:10]=[C:9]([CH:14]=[CH:13][C:12]=1[NH:15][C:16]([NH:18][C:19](=[O:27])[CH2:20][C:21]1[CH:22]=[CH:23][CH:24]=[CH:25][CH:26]=1)=[S:17])[O:8][C:6]1[CH:5]=[CH:4][N:3]=[C:2]([NH:1][C:34]([N:31]2[CH2:42][CH2:43][CH2:44][CH2:45][CH2:40]2)=[O:46])[CH:7]=1. Given the reactants [NH2:1][C:2]1[CH:7]=[C:6]([O:8][C:9]2[CH:14]=[CH:13][C:12]([NH:15][C:16]([NH:18][C:19](=[O:27])[CH2:20][C:21]3[CH:26]=[CH:25][CH:24]=[CH:23][CH:22]=3)=[S:17])=[C:11]([F:28])[CH:10]=2)[CH:5]=[CH:4][N:3]=1.C([N:31]([CH2:34]C)CC)C.ClC(O[C:40]1[CH:45]=[CH:44][CH:43]=[CH:42]C=1)=O.[O:46]1CCCC1, predict the reaction product. (4) The product is: [OH:21][C:20]1[CH:22]=[CH:23][C:15]([CH:14]=[CH:11][C:10]([C:7]2[CH:8]=[CH:9][C:4]([OH:3])=[CH:5][CH:6]=2)=[O:12])=[CH:16][C:17]=1[O:18][CH3:19]. Given the reactants [OH-].[K+].[OH:3][C:4]1[CH:9]=[CH:8][C:7]([C:10](=[O:12])[CH3:11])=[CH:6][CH:5]=1.O=[CH:14][C:15]1[CH:23]=[CH:22][C:20]([OH:21])=[C:17]([O:18][CH3:19])[CH:16]=1, predict the reaction product. (5) Given the reactants [Cl:1][C:2]1[CH:7]=[C:6]([C:8](F)(F)F)[CH:5]=[CH:4][C:3]=1[NH:12][CH:13]1[CH2:18][CH2:17][N:16]([C@H:19]2[CH2:24][CH2:23][C@H:22]([O:25][CH2:26][CH3:27])[CH2:21][CH2:20]2)[CH2:15][CH2:14]1.C([N:31]([CH:34](C)C)CC)(C)C.[Cl:37]C(OC(=O)OC(Cl)(Cl)Cl)(Cl)Cl.[OH2:49], predict the reaction product. The product is: [ClH:1].[Cl:37][C:5]1[C:6]([CH3:8])=[CH:7][C:2]2[NH:31][C:34](=[O:49])[N:12]([CH:13]3[CH2:18][CH2:17][N:16]([CH:19]4[CH2:24][CH2:23][CH:22]([O:25][CH2:26][CH3:27])[CH2:21][CH2:20]4)[CH2:15][CH2:14]3)[C:3]=2[CH:4]=1. (6) Given the reactants [N+:1]([C:4]1[CH:5]=[CH:6][C:7]2[C:11]3[CH:12]=[CH:13][C:14]([N+:16]([O-])=O)=[CH:15][C:10]=3[S:9](=O)[C:8]=2[CH:20]=1)([O-])=O, predict the reaction product. The product is: [CH:12]1[C:11]2[C:7]3[CH:6]=[CH:5][C:4]([NH2:1])=[CH:20][C:8]=3[S:9][C:10]=2[CH:15]=[C:14]([NH2:16])[CH:13]=1.